Dataset: NCI-60 drug combinations with 297,098 pairs across 59 cell lines. Task: Regression. Given two drug SMILES strings and cell line genomic features, predict the synergy score measuring deviation from expected non-interaction effect. (1) Drug 1: CC12CCC(CC1=CCC3C2CCC4(C3CC=C4C5=CN=CC=C5)C)O. Drug 2: CC(CN1CC(=O)NC(=O)C1)N2CC(=O)NC(=O)C2. Cell line: BT-549. Synergy scores: CSS=11.9, Synergy_ZIP=0.534, Synergy_Bliss=4.68, Synergy_Loewe=4.02, Synergy_HSA=4.50. (2) Drug 1: CC1=C2C(C(=O)C3(C(CC4C(C3C(C(C2(C)C)(CC1OC(=O)C(C(C5=CC=CC=C5)NC(=O)OC(C)(C)C)O)O)OC(=O)C6=CC=CC=C6)(CO4)OC(=O)C)OC)C)OC. Drug 2: CC1=C2C(C(=O)C3(C(CC4C(C3C(C(C2(C)C)(CC1OC(=O)C(C(C5=CC=CC=C5)NC(=O)OC(C)(C)C)O)O)OC(=O)C6=CC=CC=C6)(CO4)OC(=O)C)O)C)O. Cell line: UACC62. Synergy scores: CSS=46.9, Synergy_ZIP=0.588, Synergy_Bliss=1.04, Synergy_Loewe=-1.13, Synergy_HSA=5.44. (3) Drug 1: CC(CN1CC(=O)NC(=O)C1)N2CC(=O)NC(=O)C2. Drug 2: CC1=C(C=C(C=C1)NC(=O)C2=CC=C(C=C2)CN3CCN(CC3)C)NC4=NC=CC(=N4)C5=CN=CC=C5. Cell line: UACC-257. Synergy scores: CSS=-1.43, Synergy_ZIP=-1.27, Synergy_Bliss=-4.06, Synergy_Loewe=-5.94, Synergy_HSA=-5.52.